Dataset: Catalyst prediction with 721,799 reactions and 888 catalyst types from USPTO. Task: Predict which catalyst facilitates the given reaction. (1) Reactant: [H-].[Na+:2].CN(C)C=O.[CH2:8]([OH:15])[C:9]1[CH:14]=[CH:13][CH:12]=[CH:11][CH:10]=1.[CH2:16]1[CH2:23][O:22][S:19](=[O:21])(=[O:20])[CH2:18][CH2:17]1. Product: [CH2:8]([O:15][CH2:23][CH2:16][CH2:17][CH2:18][S:19]([O-:22])(=[O:21])=[O:20])[C:9]1[CH:14]=[CH:13][CH:12]=[CH:11][CH:10]=1.[Na+:2]. The catalyst class is: 41. (2) Product: [Cl:12][C:10]1[N:9]([CH2:13][O:14][CH2:15][CH2:16][O:17][CH3:18])[C:8]2[CH:19]=[CH:20][C:5]([CH2:3][OH:2])=[CH:6][C:7]=2[N:11]=1. Reactant: C[O:2][C:3]([C:5]1[CH:20]=[CH:19][C:8]2[N:9]([CH2:13][O:14][CH2:15][CH2:16][O:17][CH3:18])[C:10]([Cl:12])=[N:11][C:7]=2[CH:6]=1)=O.C1(NC(C2C=CC3NC(N4C=C(C(O)=O)C=N4)=NC=3C=2)=O)C=CC=CC=1.[H-].[Al+3].[Li+].[H-].[H-].[H-].Cl. The catalyst class is: 90. (3) Reactant: [N+:1]([C:4]1[CH:5]=[C:6]([C:14](Cl)=[O:15])[C:7]2[C:12]([CH:13]=1)=[CH:11][CH:10]=[CH:9][CH:8]=2)([O-:3])=[O:2].[N+:17](=[CH2:19])=[N-:18].CC(O)=O. Product: [N+:17](=[CH:19][C:14]([C:6]1[C:7]2[C:12](=[CH:11][CH:10]=[CH:9][CH:8]=2)[CH:13]=[C:4]([N+:1]([O-:3])=[O:2])[CH:5]=1)=[O:15])=[N-:18]. The catalyst class is: 1. (4) Reactant: [Cl:1][C:2]1[CH:21]=[CH:20][C:5]([O:6][C@H:7]2[C@H:11]([OH:12])[CH2:10][N:9]([C:13]([O:15][C:16]([CH3:19])([CH3:18])[CH3:17])=[O:14])[CH2:8]2)=[CH:4][C:3]=1[F:22].I(C1C=CC=CC=1C(O)=O)(=O)=O. Product: [Cl:1][C:2]1[CH:21]=[CH:20][C:5]([O:6][CH:7]2[C:11](=[O:12])[CH2:10][N:9]([C:13]([O:15][C:16]([CH3:18])([CH3:19])[CH3:17])=[O:14])[CH2:8]2)=[CH:4][C:3]=1[F:22]. The catalyst class is: 25. (5) Reactant: [NH2:1][C:2]1[CH:3]=[CH:4][C:5]([CH3:26])=[C:6]([C:8]([C:10]2[CH:15]=[CH:14][C:13]([NH:16][C:17]3[CH:22]=[CH:21][C:20]([F:23])=[CH:19][C:18]=3[F:24])=[CH:12][C:11]=2[Cl:25])=[O:9])[CH:7]=1.[N:27]([CH2:30][CH2:31][C:32]([O:34][CH2:35][CH3:36])=[O:33])=[C:28]=[O:29]. Product: [CH2:35]([O:34][C:32](=[O:33])[CH2:31][CH2:30][NH:27][C:28]([NH:1][C:2]1[CH:3]=[CH:4][C:5]([CH3:26])=[C:6]([C:8](=[O:9])[C:10]2[CH:15]=[CH:14][C:13]([NH:16][C:17]3[CH:22]=[CH:21][C:20]([F:23])=[CH:19][C:18]=3[F:24])=[CH:12][C:11]=2[Cl:25])[CH:7]=1)=[O:29])[CH3:36]. The catalyst class is: 17. (6) Reactant: [NH2:1][C:2]1[N:7]=[CH:6][N:5]=[C:4]2[N:8]([CH:19]([C:21]3[O:22][C:23](=[O:38])[C:24]4[C:29]([C:30]=3[C:31]3[S:35][C:34]([CH:36]=[O:37])=[CH:33][CH:32]=3)=[CH:28][CH:27]=[CH:26][CH:25]=4)[CH3:20])[N:9]=[C:10]([C:11]3[CH:16]=[C:15]([OH:17])[CH:14]=[C:13]([F:18])[CH:12]=3)[C:3]=12.CC(=CC)C.[O-:44]Cl=O.[Na+]. Product: [NH2:1][C:2]1[N:7]=[CH:6][N:5]=[C:4]2[N:8]([CH:19]([C:21]3[O:22][C:23](=[O:38])[C:24]4[C:29]([C:30]=3[C:31]3[S:35][C:34]([C:36]([OH:44])=[O:37])=[CH:33][CH:32]=3)=[CH:28][CH:27]=[CH:26][CH:25]=4)[CH3:20])[N:9]=[C:10]([C:11]3[CH:16]=[C:15]([OH:17])[CH:14]=[C:13]([F:18])[CH:12]=3)[C:3]=12. The catalyst class is: 371. (7) Reactant: [F:1][C:2]1[CH:3]=[C:4]([CH:29]=[CH:30][C:31]=1[F:32])[O:5][CH:6]1[CH2:11][CH2:10][N:9]([C:12](=[O:28])[C@@H:13]([NH:20]C(=O)OC(C)(C)C)[C:14]2[CH:19]=[CH:18][CH:17]=[CH:16][CH:15]=2)[CH2:8][CH2:7]1.FC(F)(F)C(O)=O. Product: [F:1][C:2]1[CH:3]=[C:4]([CH:29]=[CH:30][C:31]=1[F:32])[O:5][CH:6]1[CH2:7][CH2:8][N:9]([C:12](=[O:28])[C@@H:13]([NH2:20])[C:14]2[CH:19]=[CH:18][CH:17]=[CH:16][CH:15]=2)[CH2:10][CH2:11]1. The catalyst class is: 4. (8) Reactant: [C:1]([C:4]1[CH:11]=[C:10]([CH3:12])[C:7]([C:8]#[N:9])=[C:6]([I:13])[C:5]=1[OH:14])(=[O:3])[CH3:2].[C:15](=O)([O-])[O-].[K+].[K+].CI. Product: [C:1]([C:4]1[CH:11]=[C:10]([CH3:12])[C:7]([C:8]#[N:9])=[C:6]([I:13])[C:5]=1[O:14][CH3:15])(=[O:3])[CH3:2]. The catalyst class is: 42. (9) Reactant: [CH2:1]([O:8][C:9]([NH:11][C@@H:12]([CH2:15][NH:16][S:17]([C:20]1[CH:25]=[CH:24][C:23]([O:26][C:27]2[CH:32]=[CH:31][CH:30]=[CH:29][CH:28]=2)=[CH:22][CH:21]=1)(=[O:19])=[O:18])[CH2:13]O)=[O:10])[C:2]1[CH:7]=[CH:6][CH:5]=[CH:4][CH:3]=1.C1C=CC(P(C2C=CC=CC=2)C2C=CC=CC=2)=CC=1.[NH:52]=[N+:53]=[N-:54].CCOC(/N=N/C(OCC)=O)=O. Product: [CH2:1]([O:8][C:9]([NH:11][C@@H:12]([CH2:15][NH:16][S:17]([C:20]1[CH:21]=[CH:22][C:23]([O:26][C:27]2[CH:28]=[CH:29][CH:30]=[CH:31][CH:32]=2)=[CH:24][CH:25]=1)(=[O:19])=[O:18])[CH2:13][N:52]=[N+:53]=[N-:54])=[O:10])[C:2]1[CH:7]=[CH:6][CH:5]=[CH:4][CH:3]=1. The catalyst class is: 11.